Dataset: Reaction yield outcomes from USPTO patents with 853,638 reactions. Task: Predict the reaction yield, written as a fraction of the theoretical maximum amount of product (1.0 means a 100% yield; for example, 0.34 means a 34% yield). (1) The reactants are [Br:1][C:2]1[CH:27]=[N:26][C:5]2[N:6]=[C:7]([O:13][CH2:14][CH:15]3[CH2:18][N:17](C(OC(C)(C)C)=O)[CH2:16]3)[C:8]3[N:9]([CH:10]=[N:11][N:12]=3)[C:4]=2[CH:3]=1.[ClH:28].O1CCOCC1. The catalyst is C(Cl)Cl. The product is [ClH:28].[NH:17]1[CH2:18][CH:15]([CH2:14][O:13][C:7]2[C:8]3[N:9]([CH:10]=[N:11][N:12]=3)[C:4]3[CH:3]=[C:2]([Br:1])[CH:27]=[N:26][C:5]=3[N:6]=2)[CH2:16]1. The yield is 0.110. (2) The reactants are [Br:1][C:2]1[CH:7]=[CH:6][C:5]([C:8](=O)[CH2:9][CH2:10][CH2:11][CH2:12][CH2:13][CH2:14][CH2:15][CH2:16][CH3:17])=[C:4](F)[CH:3]=1.C([O-])([O-])=O.[K+].[K+].[SH:26][CH2:27][C:28]([O:30][CH2:31][CH3:32])=[O:29]. The catalyst is CN(C=O)C. The product is [Br:1][C:2]1[CH:7]=[CH:6][C:5]2[C:8]([CH2:9][CH2:10][CH2:11][CH2:12][CH2:13][CH2:14][CH2:15][CH2:16][CH3:17])=[C:27]([C:28]([O:30][CH2:31][CH3:32])=[O:29])[S:26][C:4]=2[CH:3]=1. The yield is 0.810. (3) The reactants are [CH:1]1[C:14]2[CH2:13][C:12]3[C:7](=[CH:8][CH:9]=[CH:10][CH:11]=3)[NH:6][C:5]=2[CH:4]=[CH:3][CH:2]=1.CC(C)([O-])C.[Na+].Br[C:22]1[CH:27]=[CH:26][C:25]([N+:28]([O-:30])=[O:29])=[CH:24][CH:23]=1. The catalyst is C1(C)C=CC=CC=1.CC([O-])=O.CC([O-])=O.[Pd+2].C(P(C(C)(C)C)C(C)(C)C)(C)(C)C. The product is [N+:28]([C:25]1[CH:26]=[CH:27][C:22]([N:6]2[C:7]3[C:12](=[CH:11][CH:10]=[CH:9][CH:8]=3)[CH2:13][C:14]3[CH:1]=[CH:2][CH:3]=[CH:4][C:5]2=3)=[CH:23][CH:24]=1)([O-:30])=[O:29]. The yield is 0.240. (4) The reactants are Cl[C:2]1[N:10]=[CH:9][N:8]=[C:7]2[C:3]=1[N:4]=[CH:5][N:6]2[C@H:11]1[C@@H:15]([OH:16])[C@H:14]([OH:17])[CH2:13][S:12]1.[F:18][C:19]1[CH:20]=[C:21]([CH:24]=[CH:25][CH:26]=1)[CH2:22][NH2:23]. The catalyst is C(O)C. The product is [F:18][C:19]1[CH:20]=[C:21]([CH:24]=[CH:25][CH:26]=1)[CH2:22][NH:23][C:2]1[N:10]=[CH:9][N:8]=[C:7]2[C:3]=1[N:4]=[CH:5][N:6]2[C@H:11]1[C@H:15]([OH:16])[C@H:14]([OH:17])[CH2:13][S:12]1. The yield is 0.820. (5) The reactants are [CH3:1][C:2]1([CH3:42])[C:6]([CH3:8])([CH3:7])[O:5][B:4]([C:9]2[CH:10]=[CH:11][C:12]3[C:41]4[C:17](=[C:18]5[C:38](=[CH:39][CH:40]=4)[C:22]4[N:23]=[C:24]([C@@H:26]6[CH2:30][CH2:29][CH2:28][N:27]6[C:31](OC(C)(C)C)=[O:32])[NH:25][C:21]=4[CH:20]=[CH:19]5)[O:16][CH2:15][C:13]=3[CH:14]=2)[O:3]1.Cl.[CH3:44][O:45][C:46]([NH:48][C@@H:49]([CH:53]([CH3:55])[CH3:54])C(O)=O)=[O:47].CN(C(ON1N=NC2C=CC=NC1=2)=[N+](C)C)C.F[P-](F)(F)(F)(F)F.C(N(C(C)C)CC)(C)C. The catalyst is C(OCC)(=O)C.C(O)C. The product is [CH3:54][CH:53]([CH3:55])[C@H:49]([NH:48][C:46](=[O:47])[O:45][CH3:44])[C:31](=[O:32])[N:27]1[CH2:28][CH2:29][CH2:30][C@H:26]1[C:24]1[NH:25][C:21]2[CH:20]=[CH:19][C:18]3[C:38](=[CH:39][CH:40]=[C:41]4[C:12]5[CH:11]=[CH:10][C:9]([B:4]6[O:3][C:2]([CH3:42])([CH3:1])[C:6]([CH3:7])([CH3:8])[O:5]6)=[CH:14][C:13]=5[CH2:15][O:16][C:17]4=3)[C:22]=2[N:23]=1. The yield is 0.720.